This data is from Catalyst prediction with 721,799 reactions and 888 catalyst types from USPTO. The task is: Predict which catalyst facilitates the given reaction. (1) Reactant: [C:1]1([C:21]2[CH:26]=[CH:25][CH:24]=[CH:23][CH:22]=2)[CH:6]=[CH:5][C:4]([O:7][C@H:8]2[CH2:12][CH2:11][C@@H:10]([O:13][Si](C(C)(C)C)(C)C)[CH2:9]2)=[CH:3][CH:2]=1.[F-].C([N+](CCCC)(CCCC)CCCC)CCC. Product: [C:1]1([C:21]2[CH:22]=[CH:23][CH:24]=[CH:25][CH:26]=2)[CH:6]=[CH:5][C:4]([O:7][C@H:8]2[CH2:12][CH2:11][C@@H:10]([OH:13])[CH2:9]2)=[CH:3][CH:2]=1. The catalyst class is: 165. (2) Reactant: [NH2:1][C:2]1[N:7]=[C:6]([NH:8][CH2:9][CH2:10][NH:11]C(=O)OC(C)(C)C)[CH:5]=[CH:4][C:3]=1[C:19]#[N:20].[ClH:21]. Product: [ClH:21].[ClH:21].[NH2:1][C:2]1[C:3]([C:19]#[N:20])=[CH:4][CH:5]=[C:6]([NH:8][CH2:9][CH2:10][NH2:11])[N:7]=1. The catalyst class is: 12. (3) Reactant: C(OC([N:8]1[CH2:12][CH2:11][CH2:10][CH:9]1[C:13]([O:15][CH2:16][CH2:17][CH2:18][C:19]1[CH:20]=[N:21][CH:22]=[CH:23][CH:24]=1)=[O:14])=O)(C)(C)C.C(=O)([O-])[O-].[K+].[K+]. Product: [NH:8]1[CH2:12][CH2:11][CH2:10][CH:9]1[C:13]([O:15][CH2:16][CH2:17][CH2:18][C:19]1[CH:20]=[N:21][CH:22]=[CH:23][CH:24]=1)=[O:14]. The catalyst class is: 557. (4) Reactant: [N+:1]([C:4]1[CH:8]=[CH:7][N:6]([CH2:9][CH2:10][CH:11]([CH3:13])[CH3:12])[N:5]=1)([O-])=O.CO.[H][H]. Product: [CH2:9]([N:6]1[CH:7]=[CH:8][C:4]([NH2:1])=[N:5]1)[CH2:10][CH:11]([CH3:13])[CH3:12]. The catalyst class is: 78. (5) Reactant: [CH3:1][C:2]1[N:7]=[C:6]([C:8]2[N:13]=[CH:12][C:11]3[CH:14]=[N:15][NH:16][C:10]=3[CH:9]=2)[CH:5]=[N:4][CH:3]=1.Br[C:18]1[N:23]=[C:22]([N:24]2[CH2:29][CH2:28][CH2:27][C@H:26]([NH:30][C:31](=[O:37])[O:32][C:33]([CH3:36])([CH3:35])[CH3:34])[CH2:25]2)[C:21](=[O:38])[N:20]([CH3:39])[CH:19]=1.CNCCNC.C(=O)([O-])[O-].[K+].[K+]. Product: [CH3:39][N:20]1[CH:19]=[C:18]([N:16]2[C:10]3[CH:9]=[C:8]([C:6]4[CH:5]=[N:4][CH:3]=[C:2]([CH3:1])[N:7]=4)[N:13]=[CH:12][C:11]=3[CH:14]=[N:15]2)[N:23]=[C:22]([N:24]2[CH2:29][CH2:28][CH2:27][C@H:26]([NH:30][C:31](=[O:37])[O:32][C:33]([CH3:34])([CH3:36])[CH3:35])[CH2:25]2)[C:21]1=[O:38]. The catalyst class is: 830.